From a dataset of Catalyst prediction with 721,799 reactions and 888 catalyst types from USPTO. Predict which catalyst facilitates the given reaction. (1) Reactant: [H-].[Na+].[CH3:3][C:4]([C:6]1[CH:11]=[C:10]([Cl:12])[CH:9]=[CH:8][C:7]=1[O:13][CH3:14])=[O:5].[CH2:15]([N:19]=[C:20]=[S:21])[CH2:16][CH2:17][CH3:18].Cl[CH:23]([C:27](=[O:29])[CH3:28])[C:24](=O)[CH3:25]. Product: [C:27]([C:23]1[S:21]/[C:20](=[CH:3]\[C:4]([C:6]2[CH:11]=[C:10]([Cl:12])[CH:9]=[CH:8][C:7]=2[O:13][CH3:14])=[O:5])/[N:19]([CH2:15][CH2:16][CH2:17][CH3:18])[C:24]=1[CH3:25])(=[O:29])[CH3:28]. The catalyst class is: 18. (2) Reactant: [CH3:1][C:2]1[CH:7]=[CH:6][N:5]=[C:4]([NH:8][C:9]2[N:14]=[C:13]([C:15]3[S:19][C:18]([C@H:20]4[CH2:25][CH2:24][C@H:23]([C:26]([OH:28])=O)[CH2:22][CH2:21]4)=[N:17][CH:16]=3)[CH:12]=[CH:11][CH:10]=2)[CH:3]=1.OC1CCNCC1.C(N(CC)CC)C.F[P-](F)(F)(F)(F)F.[NH:50]1[C:54]2[CH:55]=[CH:56][CH:57]=[C:58]([O:59][P+](N3CCCC3)(N3CCCC3)N3CCCC3)C=2N=N1. Product: [OH:59][CH:58]1[CH2:57][CH2:56][CH2:55][CH2:54][N:50]1[C:26]([C@H:23]1[CH2:22][CH2:21][C@H:20]([C:18]2[S:19][C:15]([C:13]3[CH:12]=[CH:11][CH:10]=[C:9]([NH:8][C:4]4[CH:3]=[C:2]([CH3:1])[CH:7]=[CH:6][N:5]=4)[N:14]=3)=[CH:16][N:17]=2)[CH2:25][CH2:24]1)=[O:28]. The catalyst class is: 9. (3) Reactant: [Br:1]N1C(=O)CCC1=O.[CH2:9]([O:11][C:12]([C:14]1[CH:15]=[CH:16][N:17]2[CH:21]=[CH:20][S:19][C:18]=12)=[O:13])[CH3:10].O. Product: [CH2:9]([O:11][C:12]([C:14]1[C:15]([Br:1])=[CH:16][N:17]2[CH:21]=[CH:20][S:19][C:18]=12)=[O:13])[CH3:10]. The catalyst class is: 2. (4) Reactant: [NH2:1][CH:2]([C:4]1[C:5]([O:23][CH3:24])=[C:6]([CH:12]2[CH2:15][N:14]([C:16]([O:18][C:19]([CH3:22])([CH3:21])[CH3:20])=[O:17])[CH2:13]2)[C:7]([Cl:11])=[C:8]([Cl:10])[CH:9]=1)[CH3:3].CCN(C(C)C)C(C)C.Cl[C:35]([O:37][CH2:38][C:39]1[CH:44]=[CH:43][CH:42]=[CH:41][CH:40]=1)=[O:36]. Product: [CH2:38]([O:37][C:35]([NH:1][CH:2]([C:4]1[C:5]([O:23][CH3:24])=[C:6]([CH:12]2[CH2:15][N:14]([C:16]([O:18][C:19]([CH3:20])([CH3:22])[CH3:21])=[O:17])[CH2:13]2)[C:7]([Cl:11])=[C:8]([Cl:10])[CH:9]=1)[CH3:3])=[O:36])[C:39]1[CH:44]=[CH:43][CH:42]=[CH:41][CH:40]=1. The catalyst class is: 2. (5) Reactant: [OH:1][C:2]1[CH:9]=[CH:8][C:5]([CH:6]=[O:7])=[CH:4][C:3]=1[CH3:10].C([O-])([O-])=O.[K+].[K+].[C:17]([O:20][CH2:21][CH2:22]Br)(=[O:19])[CH3:18]. Product: [C:17]([O:20][CH2:21][CH2:22][O:1][C:2]1[CH:9]=[CH:8][C:5]([CH:6]=[O:7])=[CH:4][C:3]=1[CH3:10])(=[O:19])[CH3:18]. The catalyst class is: 883. (6) The catalyst class is: 5. Product: [C:19]1([CH:25]([N:27]2[CH2:28][CH2:29][N:30]([CH2:1][C:3]3[CH:18]=[CH:17][C:6]([O:7][C:8]4[CH:16]=[CH:15][C:11]([C:12]([NH2:14])=[O:13])=[CH:10][N:9]=4)=[CH:5][CH:4]=3)[CH2:31][CH2:32]2)[CH3:26])[CH:24]=[CH:23][CH:22]=[CH:21][CH:20]=1. Reactant: [CH:1]([C:3]1[CH:18]=[CH:17][C:6]([O:7][C:8]2[CH:16]=[CH:15][C:11]([C:12]([NH2:14])=[O:13])=[CH:10][N:9]=2)=[CH:5][CH:4]=1)=O.[C:19]1([CH:25]([N:27]2[CH2:32][CH2:31][NH:30][CH2:29][CH2:28]2)[CH3:26])[CH:24]=[CH:23][CH:22]=[CH:21][CH:20]=1.[BH4-].[Na+]. (7) Reactant: C1(COC(=O)[NH:10][CH2:11][C@@H:12]2[CH2:16][CH2:15][N:14]([CH2:17][CH2:18][C:19]3[C:28]4[C:23](=[CH:24][CH:25]=[C:26]([O:29][CH3:30])[N:27]=4)[N:22]=[CH:21][C:20]=3[Cl:31])[CH2:13]2)C=CC=CC=1.[OH-].[K+].O. Product: [Cl:31][C:20]1[CH:21]=[N:22][C:23]2[C:28]([C:19]=1[CH2:18][CH2:17][N:14]1[CH2:15][CH2:16][C@@H:12]([CH2:11][NH2:10])[CH2:13]1)=[N:27][C:26]([O:29][CH3:30])=[CH:25][CH:24]=2. The catalyst class is: 5.